Dataset: Peptide-MHC class I binding affinity with 185,985 pairs from IEDB/IMGT. Task: Regression. Given a peptide amino acid sequence and an MHC pseudo amino acid sequence, predict their binding affinity value. This is MHC class I binding data. (1) The peptide sequence is CYWPLNDYGF. The MHC is HLA-A01:01 with pseudo-sequence HLA-A01:01. The binding affinity (normalized) is 0.0274. (2) The peptide sequence is LFNILGGWVAA. The MHC is Patr-A0901 with pseudo-sequence Patr-A0901. The binding affinity (normalized) is 0.276. (3) The peptide sequence is YLGPTIRVW. The MHC is HLA-B58:01 with pseudo-sequence HLA-B58:01. The binding affinity (normalized) is 0.552.